Dataset: Reaction yield outcomes from USPTO patents with 853,638 reactions. Task: Predict the reaction yield, written as a fraction of the theoretical maximum amount of product (1.0 means a 100% yield; for example, 0.34 means a 34% yield). (1) The reactants are [NH2:1][C:2]1[CH:11]=[C:10]([Cl:12])[C:9]([I:13])=[CH:8][C:3]=1[C:4]([O:6][CH3:7])=[O:5].N1C=CC=CC=1.Cl[C:21](=[O:28])[CH2:22][C:23]([O:25][CH2:26][CH3:27])=[O:24]. The catalyst is ClCCl. The product is [Cl:12][C:10]1[C:9]([I:13])=[CH:8][C:3]([C:4]([O:6][CH3:7])=[O:5])=[C:2]([NH:1][C:21](=[O:28])[CH2:22][C:23]([O:25][CH2:26][CH3:27])=[O:24])[CH:11]=1. The yield is 0.750. (2) The reactants are [CH2:1]([C:8]1[N:9]=[N:10][C:11](Cl)=[C:12]([CH3:15])[C:13]=1[CH3:14])[C:2]1[CH:7]=[CH:6][CH:5]=[CH:4][CH:3]=1.CC1(C)C(C)(C)OB([C:25]2[CH2:30][CH2:29][N:28]([C:31]([O:33][C:34]([CH3:37])([CH3:36])[CH3:35])=[O:32])[CH2:27][CH:26]=2)O1.C(=O)([O-])[O-].[K+].[K+]. The yield is 0.770. The catalyst is CN(C=O)C.C1C=CC([P]([Pd]([P](C2C=CC=CC=2)(C2C=CC=CC=2)C2C=CC=CC=2)([P](C2C=CC=CC=2)(C2C=CC=CC=2)C2C=CC=CC=2)[P](C2C=CC=CC=2)(C2C=CC=CC=2)C2C=CC=CC=2)(C2C=CC=CC=2)C2C=CC=CC=2)=CC=1. The product is [C:34]([O:33][C:31]([N:28]1[CH2:27][CH:26]=[C:25]([C:11]2[N:10]=[N:9][C:8]([CH2:1][C:2]3[CH:7]=[CH:6][CH:5]=[CH:4][CH:3]=3)=[C:13]([CH3:14])[C:12]=2[CH3:15])[CH2:30][CH2:29]1)=[O:32])([CH3:37])([CH3:35])[CH3:36].